From a dataset of Full USPTO retrosynthesis dataset with 1.9M reactions from patents (1976-2016). Predict the reactants needed to synthesize the given product. (1) The reactants are: [F:1][C:2]1[CH:7]=[C:6]([I:8])[CH:5]=[CH:4][C:3]=1[NH:9][C:10]1[CH:18]=[N:17][CH:16]=[CH:15][C:11]=1[C:12]([OH:14])=O.[N:19]1[CH:24]=[CH:23][CH:22]=[CH:21][C:20]=1[CH2:25][NH2:26]. Given the product [F:1][C:2]1[CH:7]=[C:6]([I:8])[CH:5]=[CH:4][C:3]=1[NH:9][C:10]1[CH:18]=[N:17][CH:16]=[CH:15][C:11]=1[C:12]([NH:26][CH2:25][C:20]1[CH:21]=[CH:22][CH:23]=[CH:24][N:19]=1)=[O:14], predict the reactants needed to synthesize it. (2) The reactants are: [N:1]([C@H:4]1[C@H:9]([NH:10][C:11](=[O:13])[CH3:12])[C@@H:8]([OH:14])[C@H:7]([OH:15])[C@@H:6]([CH2:16][OH:17])[O:5]1)=[N+:2]=[N-:3].O=[C:19]1[O:25][C@H:24]([C@H:26]([CH2:28][OH:29])[OH:27])[C:22]([O-:23])=[C:20]1[OH:21].[Na+].[CH2:31](O)[CH3:32]. Given the product [OH:14][C@H:8]1[C@H:7]([OH:15])[C@@H:6]([CH2:16][OH:17])[O:5][C@@H:4]([N:1]2[CH:32]=[C:31]([C@@H:19]3[C@@H:20]([OH:21])[C@@H:28]([OH:29])[C@H:26]([OH:27])[C@@H:24]([CH2:22][OH:23])[O:25]3)[N:3]=[N:2]2)[C@@H:9]1[NH:10][C:11](=[O:13])[CH3:12], predict the reactants needed to synthesize it.